From a dataset of Full USPTO retrosynthesis dataset with 1.9M reactions from patents (1976-2016). Predict the reactants needed to synthesize the given product. (1) Given the product [CH3:1][C:2]1[N:3]=[C:4]([NH:11][C:12]([N:31]2[CH2:30][CH2:29][N:28]([C:23]3[CH:24]=[CH:25][CH:26]=[CH:27][C:22]=3[F:21])[CH2:33][CH2:32]2)=[O:20])[C:5]([O:9][CH3:10])=[N:6][C:7]=1[CH3:8], predict the reactants needed to synthesize it. The reactants are: [CH3:1][C:2]1[N:3]=[C:4]([NH:11][C:12](=[O:20])OC2C=CC=CC=2)[C:5]([O:9][CH3:10])=[N:6][C:7]=1[CH3:8].[F:21][C:22]1[CH:27]=[CH:26][CH:25]=[CH:24][C:23]=1[N:28]1[CH2:33][CH2:32][NH:31][CH2:30][CH2:29]1. (2) Given the product [O:3]1[C:7]2[CH:8]=[CH:9][C:10]([C:12]3([CH2:18][CH2:19][N:20]4[C@H:25]5[CH2:26][CH2:27][C@@H:21]4[CH2:22][CH:23]([N:28]4[C:32]6[CH:33]=[CH:34][CH:35]=[CH:36][C:31]=6[N:30]=[C:29]4[CH3:37])[CH2:24]5)[CH2:13][CH2:14][N:15]([C:50]([C:49]4[CH:53]=[CH:54][C:46]([Cl:45])=[C:47]([S:55]([NH2:56])(=[O:57])=[O:58])[CH:48]=4)=[O:51])[CH2:16][CH2:17]3)=[CH:11][C:6]=2[O:5][CH2:4]1, predict the reactants needed to synthesize it. The reactants are: Cl.Cl.[O:3]1[C:7]2[CH:8]=[CH:9][C:10]([C:12]3([CH2:18][CH2:19][N:20]4[CH:25]5[CH2:26][CH2:27][CH:21]4[CH2:22][CH:23]([N:28]4[C:32]6[CH:33]=[CH:34][CH:35]=[CH:36][C:31]=6[N:30]=[C:29]4[CH3:37])[CH2:24]5)[CH2:17][CH2:16][NH:15][CH2:14][CH2:13]3)=[CH:11][C:6]=2[O:5][CH2:4]1.C(N(CC)CC)C.[Cl:45][C:46]1[CH:54]=[CH:53][C:49]([C:50](O)=[O:51])=[CH:48][C:47]=1[S:55](=[O:58])(=[O:57])[NH2:56].F[P-](F)(F)(F)(F)F.N1(OC(N(C)C)=[N+](C)C)C2N=CC=CC=2N=N1. (3) Given the product [CH3:1][O:2][C:3]([C:5]1[CH:6]=[C:7]([OH:15])[CH:8]=[C:9]2[O:13][CH:12]=[CH:11][C:10]=12)=[O:4], predict the reactants needed to synthesize it. The reactants are: [CH3:1][O:2][C:3]([C:5]1[CH:6]=[C:7]([OH:15])[CH:8]=[C:9]2[O:13][CH:12](C)[CH2:11][C:10]=12)=[O:4].N1C(C)=CC=CC=1C.B(Br)(Br)Br.COC(C1C=C(OC)C=C2OC=CC=12)=O. (4) Given the product [Cl:22][C:5]1[C:6]([NH:8][C:9]2[CH:14]=[CH:13][C:12]([O:15][CH3:16])=[CH:11][C:10]=2[NH:17][S:18]([CH3:21])(=[O:20])=[O:19])=[N:7][C:2]([NH:26][C:25]2[CH:27]=[CH:28][C:29]([O:31][CH3:32])=[CH:30][C:24]=2[F:23])=[N:3][CH:4]=1, predict the reactants needed to synthesize it. The reactants are: Cl[C:2]1[N:7]=[C:6]([NH:8][C:9]2[CH:14]=[CH:13][C:12]([O:15][CH3:16])=[CH:11][C:10]=2[NH:17][S:18]([CH3:21])(=[O:20])=[O:19])[C:5]([Cl:22])=[CH:4][N:3]=1.[F:23][C:24]1[CH:30]=[C:29]([O:31][CH3:32])[CH:28]=[CH:27][C:25]=1[NH2:26]. (5) The reactants are: C(C1C=CC=C2C=1N=C(C1(C3C=CC=CC=3)CC1)C(O)=[C:8]2[C:23]([OH:25])=[O:24])C.[OH:26][C:27]1[CH:28]=[C:29]2[C:33](=[CH:34][CH:35]=1)[NH:32][C:31](=O)[C:30]2=[O:37].C(OCC([C:45]1([C:48]2[CH:53]=[CH:52][C:51]([Cl:54])=[CH:50][CH:49]=2)[CH2:47][CH2:46]1)=O)(=O)C. Given the product [Cl:54][C:51]1[CH:50]=[CH:49][C:48]([C:45]2([C:31]3[C:30]([OH:37])=[C:8]([C:23]([OH:25])=[O:24])[C:29]4[C:33](=[CH:34][CH:35]=[C:27]([OH:26])[CH:28]=4)[N:32]=3)[CH2:46][CH2:47]2)=[CH:53][CH:52]=1, predict the reactants needed to synthesize it. (6) Given the product [C:42]([C:41]1[CH:45]=[CH:46][C:47]2[NH:48][C:28]([C:19]3[CH:18]=[C:17]([CH2:30][C:31]([OH:33])=[O:32])[CH:16]=[C:15]([C:13]4[CH:14]=[C:9]([S:6](=[O:7])(=[O:8])[NH2:5])[CH:10]=[CH:11][C:12]=4[OH:35])[C:20]=3[OH:21])=[N:38][C:39]=2[CH:40]=1)(=[NH:43])[NH2:44], predict the reactants needed to synthesize it. The reactants are: C([NH:5][S:6]([C:9]1[CH:10]=[CH:11][C:12]([O:35]C)=[C:13]([C:15]2[C:20]([O:21]COCCOC)=[C:19]([CH:28]=O)[CH:18]=[C:17]([CH2:30][C:31]([O:33]C)=[O:32])[CH:16]=2)[CH:14]=1)(=[O:8])=[O:7])(C)(C)C.Cl.[NH2:38][C:39]1[CH:40]=[C:41]([CH:45]=[CH:46][C:47]=1[NH2:48])[C:42]([NH2:44])=[NH:43].C1(=O)C=CC(=O)C=C1.Cl.N1C=CC=CC=1. (7) Given the product [CH3:42][C:41]1[O:40][C:39](=[O:43])[O:38][C:37]=1[CH2:36][O:12][C:11](=[O:13])[C@H:10]([OH:14])[CH2:9][C@H:8]([NH:15][C:16]([O:18][C:19]([CH3:22])([CH3:21])[CH3:20])=[O:17])[CH2:7][C:4]1[CH:3]=[CH:2][C:1]([C:23]2[CH:24]=[CH:25][CH:26]=[CH:27][CH:28]=2)=[CH:6][CH:5]=1, predict the reactants needed to synthesize it. The reactants are: [C:1]1([C:23]2[CH:28]=[CH:27][CH:26]=[CH:25][CH:24]=2)[CH:6]=[CH:5][C:4]([CH2:7][C@@H:8]([NH:15][C:16]([O:18][C:19]([CH3:22])([CH3:21])[CH3:20])=[O:17])[CH2:9][C@@H:10]([OH:14])[C:11]([OH:13])=[O:12])=[CH:3][CH:2]=1.C(=O)([O-])[O-].[Cs+].[Cs+].Cl[CH2:36][C:37]1[O:38][C:39](=[O:43])[O:40][C:41]=1[CH3:42].CCOC(C)=O. (8) Given the product [NH2:24][C:16]1[CH:17]=[CH:18][CH:19]=[C:20]2[C:15]=1[C:14](=[O:27])[N:13]([C:10]1[CH:11]=[CH:12][C:7]([C:3]([CH3:5])([CH3:4])[CH3:6])=[CH:8][CH:9]=1)[C:21]2([OH:23])[CH3:22], predict the reactants needed to synthesize it. The reactants are: [BH4-].[Na+].[C:3]([C:7]1[CH:12]=[CH:11][C:10]([N:13]2[C:21]([OH:23])([CH3:22])[C:20]3[C:15](=[C:16]([N+:24]([O-])=O)[CH:17]=[CH:18][CH:19]=3)[C:14]2=[O:27])=[CH:9][CH:8]=1)([CH3:6])([CH3:5])[CH3:4]. (9) Given the product [C:1]([O:5][C:6](=[O:36])[NH:7][C:8]1([C:12]2[CH:13]=[CH:14][C:15]([C:18]3[C:27]([C:28]4[CH:29]=[CH:30][CH:31]=[CH:32][CH:33]=4)=[CH:26][C:25]4[C:24]5=[N:34][N:35]=[CH:37][N:23]5[CH2:22][CH2:21][C:20]=4[N:19]=3)=[CH:16][CH:17]=2)[CH2:11][CH2:10][CH2:9]1)([CH3:4])([CH3:2])[CH3:3], predict the reactants needed to synthesize it. The reactants are: [C:1]([O:5][C:6](=[O:36])[NH:7][C:8]1([C:12]2[CH:17]=[CH:16][C:15]([C:18]3[C:27]([C:28]4[CH:33]=[CH:32][CH:31]=[CH:30][CH:29]=4)=[CH:26][C:25]4[C:24](=[N:34][NH2:35])[NH:23][CH2:22][CH2:21][C:20]=4[N:19]=3)=[CH:14][CH:13]=2)[CH2:11][CH2:10][CH2:9]1)([CH3:4])([CH3:3])[CH3:2].[CH:37](OCC)(OCC)OCC.